This data is from Forward reaction prediction with 1.9M reactions from USPTO patents (1976-2016). The task is: Predict the product of the given reaction. (1) Given the reactants [Cl:1][C:2]1[CH:7]=[C:6]([F:8])[CH:5]=[C:4]([O:9][CH3:10])[C:3]=1[C:11]1[N:12]=[C:13]([NH2:16])[S:14][CH:15]=1.Cl.[C:18](Cl)(=[O:25])[C:19]1[CH:24]=[CH:23][N:22]=[CH:21][CH:20]=1, predict the reaction product. The product is: [Cl:1][C:2]1[CH:7]=[C:6]([F:8])[CH:5]=[C:4]([O:9][CH3:10])[C:3]=1[C:11]1[N:12]=[C:13]([NH:16][C:18](=[O:25])[C:19]2[CH:24]=[CH:23][N:22]=[CH:21][CH:20]=2)[S:14][CH:15]=1. (2) Given the reactants [N:1]1[C:10]2[C:5](=[CH:6][CH:7]=[CH:8][CH:9]=2)[CH:4]=[CH:3][C:2]=1[C@@H:11]1[CH2:13][C@H:12]1[C:14](OC)=O.[OH-:18].[Na+].[C:20](Cl)(=O)C(Cl)=O.C[Si](C=[N+]=[N-])(C)C.[BrH:33], predict the reaction product. The product is: [Br:33][CH2:20][C:14]([C@@H:12]1[CH2:13][C@@H:11]1[C:2]1[CH:3]=[CH:4][C:5]2[C:10](=[CH:9][CH:8]=[CH:7][CH:6]=2)[N:1]=1)=[O:18]. (3) Given the reactants [NH2:1][C:2]1[C:7]([C:8]([OH:10])=O)=[CH:6][N:5]=[CH:4][N:3]=1.Cl.CN.C(Cl)CCl.C1C=CC2N(O)N=[N:24][C:22]=2C=1.CCN(C(C)C)C(C)C, predict the reaction product. The product is: [NH2:1][C:2]1[C:7]([C:8]([NH:24][CH3:22])=[O:10])=[CH:6][N:5]=[CH:4][N:3]=1. (4) Given the reactants [Br:1][C:2]1[C:3]([N:8]2[CH2:11]C(C#N)[CH2:9]2)=[N:4][CH:5]=[CH:6][CH:7]=1.[OH-:14].[K+].[CH2:16]([OH:18])[CH3:17], predict the reaction product. The product is: [Br:1][C:2]1[C:3]([N:8]2[CH2:11][CH:17]([C:16]([OH:14])=[O:18])[CH2:9]2)=[N:4][CH:5]=[CH:6][CH:7]=1. (5) Given the reactants [OH:1][Si:2]([CH3:13])([CH3:12])[C:3]1[CH:11]=[CH:10][C:6]([C:7]([OH:9])=O)=[CH:5][CH:4]=1.CCN=C=NCCCN(C)C.CCN(C(C)C)C(C)C.C1C=CC2N(O)N=NC=2C=1.[NH2:44][CH2:45][CH2:46][NH:47][C:48](=[O:74])[CH2:49][C@@H:50]1[N:56]=[C:55]([C:57]2[CH:62]=[CH:61][C:60]([Cl:63])=[CH:59][CH:58]=2)[C:54]2[CH:64]=[C:65]([O:68][CH3:69])[CH:66]=[CH:67][C:53]=2[N:52]2[C:70]([CH3:73])=[N:71][N:72]=[C:51]12, predict the reaction product. The product is: [Cl:63][C:60]1[CH:61]=[CH:62][C:57]([C:55]2[C:54]3[CH:64]=[C:65]([O:68][CH3:69])[CH:66]=[CH:67][C:53]=3[N:52]3[C:70]([CH3:73])=[N:71][N:72]=[C:51]3[C@H:50]([CH2:49][C:48]([NH:47][CH2:46][CH2:45][NH:44][C:7](=[O:9])[C:6]3[CH:5]=[CH:4][C:3]([Si:2]([OH:1])([CH3:13])[CH3:12])=[CH:11][CH:10]=3)=[O:74])[N:56]=2)=[CH:58][CH:59]=1.